Predict the reaction yield, written as a fraction of the theoretical maximum amount of product (1.0 means a 100% yield; for example, 0.34 means a 34% yield). From a dataset of Reaction yield outcomes from USPTO patents with 853,638 reactions. The reactants are [CH2:1]([O:8][CH2:9][C:10]1([CH2:14][C:15](=[S:17])[NH2:16])[CH2:13][CH2:12][CH2:11]1)[C:2]1[CH:7]=[CH:6][CH:5]=[CH:4][CH:3]=1.[CH2:18](Br)[C:19]([C:21]1[CH:26]=[CH:25][CH:24]=[CH:23][CH:22]=1)=O. The catalyst is C(#N)C. The product is [CH2:1]([O:8][CH2:9][C:10]1([CH2:14][C:15]2[S:17][CH:18]=[C:19]([C:21]3[CH:26]=[CH:25][CH:24]=[CH:23][CH:22]=3)[N:16]=2)[CH2:13][CH2:12][CH2:11]1)[C:2]1[CH:7]=[CH:6][CH:5]=[CH:4][CH:3]=1. The yield is 0.970.